Dataset: Full USPTO retrosynthesis dataset with 1.9M reactions from patents (1976-2016). Task: Predict the reactants needed to synthesize the given product. (1) Given the product [Cl:22][C:23]1[C:28]([N:2]2[CH2:3][CH:4]([C:6]3[CH:15]=[CH:14][C:13]4[C:8](=[CH:9][CH:10]=[CH:11][CH:12]=4)[N:7]=3)[CH2:5]2)=[N:27][CH:26]=[CH:25][N:24]=1, predict the reactants needed to synthesize it. The reactants are: Cl.[NH:2]1[CH2:5][CH:4]([C:6]2[CH:15]=[CH:14][C:13]3[C:8](=[CH:9][CH:10]=[CH:11][CH:12]=3)[N:7]=2)[CH2:3]1.C([O-])([O-])=O.[Cs+].[Cs+].[Cl:22][C:23]1[C:28](Cl)=[N:27][CH:26]=[CH:25][N:24]=1. (2) Given the product [CH:1]([N:4]1[CH2:9][CH2:8][N:7]([C:10]([C@H:12]2[CH2:13][CH2:14][C@H:15]([O:18][C:22]3[CH:29]=[CH:28][C:25]([C:26]#[N:27])=[CH:24][N:23]=3)[CH2:16][CH2:17]2)=[O:11])[CH2:6][CH2:5]1)([CH3:3])[CH3:2], predict the reactants needed to synthesize it. The reactants are: [CH:1]([N:4]1[CH2:9][CH2:8][N:7]([C:10]([C@H:12]2[CH2:17][CH2:16][C@H:15]([OH:18])[CH2:14][CH2:13]2)=[O:11])[CH2:6][CH2:5]1)([CH3:3])[CH3:2].[H-].[Na+].Cl[C:22]1[CH:29]=[CH:28][C:25]([C:26]#[N:27])=[CH:24][N:23]=1.C([O-])(O)=O.[Na+].